Dataset: Full USPTO retrosynthesis dataset with 1.9M reactions from patents (1976-2016). Task: Predict the reactants needed to synthesize the given product. (1) Given the product [CH3:1][Si:2]([CH3:20])([CH3:19])[CH2:3][CH2:4][O:5][C:6]([C:8]1[C:17]2[C:12](=[CH:13][CH:14]=[CH:15][CH:16]=2)[CH:11]=[CH:10][C:9]=1[O:18][S:23]([C:22]([F:35])([F:34])[F:21])(=[O:25])=[O:24])=[O:7], predict the reactants needed to synthesize it. The reactants are: [CH3:1][Si:2]([CH3:20])([CH3:19])[CH2:3][CH2:4][O:5][C:6]([C:8]1[C:17]2[C:12](=[CH:13][CH:14]=[CH:15][CH:16]=2)[CH:11]=[CH:10][C:9]=1[OH:18])=[O:7].[F:21][C:22]([F:35])([F:34])[S:23](O[S:23]([C:22]([F:35])([F:34])[F:21])(=[O:25])=[O:24])(=[O:25])=[O:24]. (2) Given the product [CH3:16][C@@H:17]1[CH2:22][CH2:21][CH2:20][N:19]([C:7]([C:6]2[CH:10]=[C:2]([CH3:1])[CH:3]=[CH:4][C:5]=2[C:11]2[S:12][CH:13]=[CH:14][N:15]=2)=[O:9])[C@@H:18]1[CH2:23][NH:24][C:25]1[CH:30]=[CH:29][C:28]([C:31]([F:34])([F:32])[F:33])=[CH:27][N:26]=1, predict the reactants needed to synthesize it. The reactants are: [CH3:1][C:2]1[CH:3]=[CH:4][C:5]([C:11]2[S:12][CH:13]=[CH:14][N:15]=2)=[C:6]([CH:10]=1)[C:7]([OH:9])=O.[CH3:16][C@@H:17]1[CH2:22][CH2:21][CH2:20][NH:19][C@@H:18]1[CH2:23][NH:24][C:25]1[CH:30]=[CH:29][C:28]([C:31]([F:34])([F:33])[F:32])=[CH:27][N:26]=1. (3) The reactants are: [F:1][C:2]1[CH:9]=[CH:8][C:5]([CH:6]=O)=[CH:4][CH:3]=1.[CH3:10][C:11](=[O:13])[CH3:12].[OH-].[Na+]. Given the product [F:1][C:2]1[CH:9]=[CH:8][C:5](/[CH:6]=[CH:10]/[C:11](=[O:13])[CH3:12])=[CH:4][CH:3]=1, predict the reactants needed to synthesize it. (4) Given the product [CH3:25][C:26]1[CH:27]=[C:28]([CH:31]=[C:32]([CH3:53])[C:33]=1[CH2:34][C:35]1[CH:40]=[CH:39][C:38]([O:41][CH2:42][O:43][CH3:44])=[C:37]([CH2:45][C:46]2[CH:51]=[CH:50][C:49]([F:52])=[CH:48][CH:47]=2)[CH:36]=1)[CH2:1][Br:5], predict the reactants needed to synthesize it. The reactants are: [C:1]([Br:5])(Br)(Br)Br.C1(P(C2C=CC=CC=2)C2C=CC=CC=2)C=CC=CC=1.[CH3:25][C:26]1[CH:27]=[C:28]([CH:31]=[C:32]([CH3:53])[C:33]=1[CH2:34][C:35]1[CH:40]=[CH:39][C:38]([O:41][CH2:42][O:43][CH3:44])=[C:37]([CH2:45][C:46]2[CH:51]=[CH:50][C:49]([F:52])=[CH:48][CH:47]=2)[CH:36]=1)CO. (5) Given the product [F:10][C:11]1[CH:12]=[CH:13][C:14]([N:17]2[CH2:22][CH2:21][N:20]([C:2]3[CH:7]=[C:6]([CH:5]=[CH:4][N:3]=3)[C:8]#[N:9])[CH2:19][CH2:18]2)=[CH:15][CH:16]=1, predict the reactants needed to synthesize it. The reactants are: Cl[C:2]1[CH:7]=[C:6]([C:8]#[N:9])[CH:5]=[CH:4][N:3]=1.[F:10][C:11]1[CH:16]=[CH:15][C:14]([N:17]2[CH2:22][CH2:21][NH:20][CH2:19][CH2:18]2)=[CH:13][CH:12]=1.O.